Task: Predict the product of the given reaction.. Dataset: Forward reaction prediction with 1.9M reactions from USPTO patents (1976-2016) (1) Given the reactants [C:1]1([C:11]2[CH:12]=[C:13]([OH:17])[CH:14]=[CH:15][CH:16]=2)[C:10]2[C:5](=[CH:6][CH:7]=[CH:8][CH:9]=2)[CH:4]=[CH:3][N:2]=1.C(=O)([O-])[O-].[K+].[K+].Br[C:25]1[CH:26]=[C:27]([C:31]2[N:32]([C:36]3[C:41]([CH:42]([CH3:44])[CH3:43])=[CH:40][CH:39]=[CH:38][C:37]=3[CH:45]([CH3:47])[CH3:46])[CH:33]=[CH:34][N:35]=2)[CH:28]=[CH:29][CH:30]=1, predict the reaction product. The product is: [CH:42]([C:41]1[CH:40]=[CH:39][CH:38]=[C:37]([CH:45]([CH3:47])[CH3:46])[C:36]=1[N:32]1[CH:33]=[CH:34][N:35]=[C:31]1[C:27]1[CH:28]=[C:29]([CH:30]=[CH:25][CH:26]=1)[O:17][C:13]1[CH:12]=[C:11]([C:1]2[C:10]3[C:5](=[CH:6][CH:7]=[CH:8][CH:9]=3)[CH:4]=[CH:3][N:2]=2)[CH:16]=[CH:15][CH:14]=1)([CH3:43])[CH3:44]. (2) Given the reactants [F-].[CH2:15]([N+]([CH2:15][CH2:16][CH2:17][CH3:18])([CH2:15][CH2:16][CH2:17][CH3:18])[CH2:15][CH2:16][CH2:17][CH3:18])[CH2:16][CH2:17][CH3:18].[Cl:19][C:20]1[CH:25]=[CH:24][C:23]([C@:26]2([O:44][C@H:43]([CH2:45][O:46]C(=O)C)[C@@H:38]([O:39]C(=O)C)[C@H:33]([O:34]C(=O)C)[C@H:28]2[O:29]C(=O)C)[OH:27])=[CH:22][C:21]=1[CH:50](C#C[Si](C(C)C)(C(C)C)C(C)C)[C:51]1[CH:56]=CC=[CH:53][CH:52]=1.[OH-].[K+].Cl, predict the reaction product. The product is: [Cl:19][C:20]1[CH:25]=[CH:24][C:23]([C@:26]2([O:44][C@H:43]([CH2:45][OH:46])[C@@H:38]([OH:39])[C@H:33]([OH:34])[C@H:28]2[OH:29])[OH:27])=[CH:22][C:21]=1[CH2:50][C:51]1[CH:56]=[CH:15][C:16]([C:17]#[CH:18])=[CH:53][CH:52]=1.